Predict the reaction yield, written as a fraction of the theoretical maximum amount of product (1.0 means a 100% yield; for example, 0.34 means a 34% yield). From a dataset of Reaction yield outcomes from USPTO patents with 853,638 reactions. (1) The reactants are Cl[C:2]1[CH:7]=[CH:6][N:5]=[CH:4][C:3]=1[N+:8]([O-:10])=[O:9].[F:11][C@H:12]1[CH2:17][CH2:16][NH:15][CH2:14][C@@H:13]1[NH:18][C:19](=[O:25])[O:20][C:21]([CH3:24])([CH3:23])[CH3:22].C(N(CC)CC)C. The catalyst is C(O)C. The product is [F:11][C@H:12]1[CH2:17][CH2:16][N:15]([C:2]2[CH:7]=[CH:6][N:5]=[CH:4][C:3]=2[N+:8]([O-:10])=[O:9])[CH2:14][C@@H:13]1[NH:18][C:19](=[O:25])[O:20][C:21]([CH3:23])([CH3:22])[CH3:24]. The yield is 0.910. (2) The reactants are C([Li])CCC.C(NC(C)C)(C)C.C([N-]C(C)C)(C)C.[Li+].[OH:21][C@@H:22]1[CH2:27][O:26][C:24](=[O:25])[CH2:23]1.[C:28]([O:31][C:32]([CH3:35])([CH3:34])[CH3:33])(=[O:30])[CH3:29].Cl. The yield is 0.0600. The catalyst is CCCCCC.O1CCCC1.C(OCC)(=O)C. The product is [C:32]([O:31][C:28](=[O:30])[CH2:29][C:24](=[O:25])[CH2:23][C@H:22]([OH:21])[CH2:27][OH:26])([CH3:35])([CH3:34])[CH3:33]. (3) The reactants are [CH3:1][O:2][C:3]1[CH:4]=[C:5]([N:12]2[CH2:17][CH2:16][CH:15]([N:18]3[CH2:23][CH2:22][N:21]([CH3:24])[CH2:20][CH2:19]3)[CH2:14][CH2:13]2)[CH:6]=[CH:7][C:8]=1[N+:9]([O-])=O. The catalyst is CO.ClCCl.[Ni]. The product is [CH3:1][O:2][C:3]1[CH:4]=[C:5]([N:12]2[CH2:17][CH2:16][CH:15]([N:18]3[CH2:19][CH2:20][N:21]([CH3:24])[CH2:22][CH2:23]3)[CH2:14][CH2:13]2)[CH:6]=[CH:7][C:8]=1[NH2:9]. The yield is 1.00. (4) The reactants are C(N(CC)CC)C.[C:8]1([CH2:14][C:15](Cl)=[O:16])[CH:13]=[CH:12][CH:11]=[CH:10][CH:9]=1.[CH2:18]([O:25][C:26]1[C:27]([CH3:35])=[C:28]([CH3:34])[C:29]([NH2:33])=[N:30][C:31]=1[CH3:32])[C:19]1[CH:24]=[CH:23][CH:22]=[CH:21][CH:20]=1. The product is [CH2:18]([O:25][C:26]1[C:27]([CH3:35])=[C:28]([CH3:34])[C:29]([NH:33][C:15](=[O:16])[CH2:14][C:8]2[CH:13]=[CH:12][CH:11]=[CH:10][CH:9]=2)=[N:30][C:31]=1[CH3:32])[C:19]1[CH:20]=[CH:21][CH:22]=[CH:23][CH:24]=1. The yield is 0.640. The catalyst is C(Cl)Cl. (5) The reactants are Br[CH2:2][CH2:3][C:4]1[NH:8][N:7]=[C:6]([NH2:9])[CH:5]=1.[C-:10]#[N:11].[Na+]. The catalyst is C(#N)C.O. The product is [NH2:9][C:6]1[CH:5]=[C:4]([CH2:3][CH2:2][C:10]#[N:11])[NH:8][N:7]=1. The yield is 0.600. (6) The reactants are [CH3:1][S:2][C:3]1[S:4][C:5]2[CH:11]=[C:10]([N+]([O-])=O)[CH:9]=[CH:8][C:6]=2[N:7]=1.[CH3:15][O:16][S:17]([C:20]1[CH:25]=[CH:24][C:23]([CH3:26])=[CH:22][CH:21]=1)(=[O:19])=[O:18]. The product is [C:23]1([CH3:26])[CH:22]=[CH:21][C:20]([S:17]([O-:19])(=[O:16])=[O:18])=[CH:25][CH:24]=1.[CH3:15][N+:7]1[C:6]2[CH:8]=[CH:9][CH:10]=[CH:11][C:5]=2[S:4][C:3]=1[S:2][CH3:1]. The yield is 0.630. The catalyst is CCOCC.